This data is from Full USPTO retrosynthesis dataset with 1.9M reactions from patents (1976-2016). The task is: Predict the reactants needed to synthesize the given product. The reactants are: [S:1]1[CH:5]=[CH:4][C:3]([CH2:6][C:7]([OH:9])=O)=[CH:2]1.[NH2:10][CH:11]([CH2:19][CH3:20])[C:12]([O:14][CH2:15][CH:16]([CH3:18])[CH3:17])=[O:13]. Given the product [CH2:15]([O:14][C:12](=[O:13])[CH:11]([NH:10][C:7](=[O:9])[CH2:6][C:3]1[CH:4]=[CH:5][S:1][CH:2]=1)[CH2:19][CH3:20])[CH:16]([CH3:17])[CH3:18], predict the reactants needed to synthesize it.